From a dataset of Full USPTO retrosynthesis dataset with 1.9M reactions from patents (1976-2016). Predict the reactants needed to synthesize the given product. The reactants are: [NH2:1][C:2]1[C:3]2[C:10](Br)=[CH:9][N:8]([CH:12]3[CH2:15][N:14](C(OC(C)(C)C)=O)[CH2:13]3)[C:4]=2[N:5]=[CH:6][N:7]=1.CC1(C)C(C)(C)OB([C:31]2[CH:32]=[C:33]3[C:37](=[CH:38][CH:39]=2)[N:36]([C:40](=[O:52])[CH2:41][C:42]2[CH:47]=[CH:46][CH:45]=[C:44]([C:48]([F:51])([F:50])[F:49])[CH:43]=2)[CH2:35][CH2:34]3)O1.C([O-])(O)=O.[Na+].C(O)(C(F)(F)F)=O. Given the product [NH:14]1[CH2:13][CH:12]([N:8]2[C:4]3[N:5]=[CH:6][N:7]=[C:2]([NH2:1])[C:3]=3[C:10]([C:31]3[CH:32]=[C:33]4[C:37](=[CH:38][CH:39]=3)[N:36]([C:40](=[O:52])[CH2:41][C:42]3[CH:47]=[CH:46][CH:45]=[C:44]([C:48]([F:51])([F:49])[F:50])[CH:43]=3)[CH2:35][CH2:34]4)=[CH:9]2)[CH2:15]1, predict the reactants needed to synthesize it.